Dataset: Full USPTO retrosynthesis dataset with 1.9M reactions from patents (1976-2016). Task: Predict the reactants needed to synthesize the given product. Given the product [Cl:44][C:45]1[C:50]([F:51])=[CH:49][C:48]([C:4]2([OH:17])[C:3]3[C:7](=[CH:8][CH:9]=[CH:10][CH:2]=3)[N:6]([CH2:11][CH2:12][CH2:13][CH2:14][CH3:15])[C:5]2=[O:16])=[C:47]([OH:52])[CH:46]=1, predict the reactants needed to synthesize it. The reactants are: Br[C:2]1[CH:10]=[CH:9][CH:8]=[C:7]2[C:3]=1[C:4](=[O:17])[C:5](=[O:16])[N:6]2[CH2:11][CH2:12][CH2:13][CH2:14][CH3:15].C(N1C2C(=CC=CC=2)C(=O)C1=O)CCCC.O1C2C=CC(O)=CC=2OC1.[Cl:44][C:45]1[CH:46]=[C:47]([OH:52])[CH:48]=[CH:49][C:50]=1[F:51].